This data is from Forward reaction prediction with 1.9M reactions from USPTO patents (1976-2016). The task is: Predict the product of the given reaction. (1) Given the reactants C(Cl)Cl.[OH:4][N:5]1[C:9](=[O:10])[CH2:8][CH2:7][C:6]1=[O:11].Cl.CN(C)CCCN=C=NCC.[CH3:24][C:25]1[C:29]2=[N:30][CH:31]=[CH:32][CH:33]=[C:28]2[O:27][C:26]=1[C:34](O)=[O:35], predict the reaction product. The product is: [CH:31](/[N:30]=[C:29]1/[C:25]([CH3:24])=[C:26]([C:34]([O:4][N:5]2[C:9](=[O:10])[CH2:8][CH2:7][C:6]2=[O:11])=[O:35])[O:27][C:28]/1=[CH2:33])=[CH2:32]. (2) The product is: [CH3:5][C:6]1[N:7]=[CH:8][N:9]([C:11]2[CH:16]=[CH:15][C:14]([NH2:17])=[CH:13][CH:12]=2)[CH:10]=1. Given the reactants C([O-])=O.[NH4+].[CH3:5][C:6]1[N:7]=[CH:8][N:9]([C:11]2[CH:16]=[CH:15][C:14]([N+:17]([O-])=O)=[CH:13][CH:12]=2)[CH:10]=1, predict the reaction product. (3) Given the reactants [NH:1]([C:9]([O:11][C:12]([CH3:15])([CH3:14])[CH3:13])=[O:10])[C@@H:2]([C:6]([OH:8])=[O:7])[CH:3]([CH3:5])C.[CH3:16]I.[H-].[Na+], predict the reaction product. The product is: [C:12]([O:11][C:9]([N:1]([CH3:16])[C@H:2]([CH2:3][CH3:5])[C:6]([OH:8])=[O:7])=[O:10])([CH3:13])([CH3:14])[CH3:15]. (4) The product is: [N+:1]([O-:3])([O-:12])=[O:2].[N+:11]([C:18]1[CH:19]=[CH:20][C:15]([PH3+:21])=[CH:16][CH:17]=1)([O-:13])=[O:12]. Given the reactants [N+:1](C1C=CC(N)=CC=1)([O-:3])=[O:2].[N:11]([O-:13])=[O:12].[Na+].[C:15]1([P:21](C2C=CC=CC=2)C2C=CC=CC=2)[CH:20]=[CH:19][CH:18]=[CH:17][CH:16]=1, predict the reaction product. (5) The product is: [F:21][C:22]1[C:23]([F:40])=[CH:24][C:25]2[O:39][CH2:38][C:28]3([C:36]4[C:31](=[CH:32][CH:33]=[CH:34][CH:35]=4)[N:30]([CH2:3][C:4]4[CH:9]=[CH:8][CH:7]=[CH:6][N:5]=4)[C:29]3=[O:37])[C:26]=2[CH:27]=1. Given the reactants Br.Br[CH2:3][C:4]1[CH:9]=[CH:8][CH:7]=[CH:6][N:5]=1.BrCC1OC(C(F)(F)F)=CC=1.[F:21][C:22]1[C:23]([F:40])=[CH:24][C:25]2[O:39][CH2:38][C:28]3([C:36]4[C:31](=[CH:32][CH:33]=[CH:34][CH:35]=4)[NH:30][C:29]3=[O:37])[C:26]=2[CH:27]=1.CC1C2C=C3C4(C5C(=CC=CC=5)NC4=O)COC3=CC=2ON=1, predict the reaction product. (6) Given the reactants [NH:1]1[CH2:5][CH2:4][CH2:3][CH2:2]1.[Cl:6][CH2:7][CH2:8][O:9][CH2:10][CH2:11][O:12][C:13]1[CH:22]=[C:21]2[C:16]([C:17]([NH:25][C:26]3[CH:31]=[CH:30][C:29]([C:32]#[C:33][CH2:34][O:35][CH3:36])=[C:28]4[O:37][CH2:38][O:39][C:27]=34)=[C:18]([C:23]#[N:24])[CH:19]=[N:20]2)=[CH:15][C:14]=1[O:40][CH3:41].[I-].[Na+].[ClH:44], predict the reaction product. The product is: [ClH:6].[ClH:44].[C:23]([C:18]1[CH:19]=[N:20][C:21]2[C:16]([C:17]=1[NH:25][C:26]1[CH:31]=[CH:30][C:29]([C:32]#[C:33][CH2:34][O:35][CH3:36])=[C:28]3[O:37][CH2:38][O:39][C:27]=13)=[CH:15][C:14]([O:40][CH3:41])=[C:13]([O:12][CH2:11][CH2:10][O:9][CH2:8][CH2:7][N:1]1[CH2:5][CH2:4][CH2:3][CH2:2]1)[CH:22]=2)#[N:24]. (7) Given the reactants [CH:1]([C:5]1[CH:18]=[CH:17][C:16]2[C:7](=[C:8]3[C:13](=[CH:14][CH:15]=2)[CH:12]=[CH:11][C:10](C(CC)C)=[N:9]3)[N:6]=1)([CH2:3][CH3:4])[CH3:2].N1C2C(=CC=C3C=2N=CC=C3)C=CC=1.C([Li])(CC)C, predict the reaction product. The product is: [CH:1]([C:5]1[CH:18]=[CH:17][C:16]2[C:7](=[C:8]3[C:13](=[CH:14][CH:15]=2)[CH:12]=[CH:11][CH:10]=[N:9]3)[N:6]=1)([CH2:3][CH3:4])[CH3:2].